Task: Predict the reactants needed to synthesize the given product.. Dataset: Full USPTO retrosynthesis dataset with 1.9M reactions from patents (1976-2016) Given the product [OH:30][C:29]1[C:28]([C:26]#[N:27])=[C:9]([C:5]2[CH:4]=[C:3]([O:2][CH3:1])[CH:8]=[CH:7][N:6]=2)[N:17]=[C:16]([S:19][CH3:20])[N:18]=1, predict the reactants needed to synthesize it. The reactants are: [CH3:1][O:2][C:3]1[CH:8]=[CH:7][N:6]=[C:5]([CH:9]=O)[CH:4]=1.S(O)(O)(=O)=O.[C:16]([S:19][CH3:20])(=[NH:18])[NH2:17].[CH3:20][S:19][C:16](=[NH:18])[NH2:17].[C:26]([CH2:28][C:29](OCC)=[O:30])#[N:27].C(=O)([O-])[O-].[K+].[K+].